This data is from Catalyst prediction with 721,799 reactions and 888 catalyst types from USPTO. The task is: Predict which catalyst facilitates the given reaction. (1) Reactant: [CH3:1][C@@H:2]1[CH2:6][CH2:5][CH2:4][N:3]1[CH2:7][CH2:8][C:9]1[CH:14]=[CH:13][C:12]([C:15]2[CH:20]=[CH:19][C:18]([C:21]3([C:26](O)=[O:27])[CH2:25][CH2:24][CH2:23][CH2:22]3)=[CH:17][CH:16]=2)=[CH:11][CH:10]=1.Cl.[NH2:30][C@H:31]1[CH2:36][CH2:35][CH2:34][CH2:33][C@H:32]1[C:37]([O:39][CH2:40][CH3:41])=[O:38].CN(C(ON1N=NC2C=CC=NC1=2)=[N+](C)C)C.F[P-](F)(F)(F)(F)F.Cl. Product: [CH3:1][C@@H:2]1[CH2:6][CH2:5][CH2:4][N:3]1[CH2:7][CH2:8][C:9]1[CH:10]=[CH:11][C:12]([C:15]2[CH:16]=[CH:17][C:18]([C:21]3([C:26]([NH:30][C@H:31]4[CH2:36][CH2:35][CH2:34][CH2:33][C@H:32]4[C:37]([O:39][CH2:40][CH3:41])=[O:38])=[O:27])[CH2:22][CH2:23][CH2:24][CH2:25]3)=[CH:19][CH:20]=2)=[CH:13][CH:14]=1. The catalyst class is: 3. (2) The catalyst class is: 79. Product: [CH:20]1([CH2:19][NH:18][C:16]([C:11]2[C:10]([NH:9][C:3](=[O:4])[C:2]([CH3:8])([CH3:1])[CH2:6][CH3:7])=[CH:15][CH:14]=[CH:13][N:12]=2)=[O:17])[CH2:25][CH2:24][CH2:23][CH2:22][CH2:21]1. Reactant: [CH3:1][C:2]([CH3:8])([CH2:6][CH3:7])[C:3](Cl)=[O:4].[NH2:9][C:10]1[C:11]([C:16]([NH:18][CH2:19][CH:20]2[CH2:25][CH2:24][CH2:23][CH2:22][CH2:21]2)=[O:17])=[N:12][CH:13]=[CH:14][CH:15]=1. (3) Reactant: Br[C:2]1[CH:7]=[CH:6][CH:5]=[CH:4][N:3]=1.C([Li])CCC.[CH:13](=[O:17])[CH2:14][CH2:15][CH3:16].[NH4+].[Cl-]. Product: [N:3]1[CH:4]=[CH:5][CH:6]=[CH:7][C:2]=1[CH:13]([OH:17])[CH2:14][CH2:15][CH3:16]. The catalyst class is: 280.